Task: Predict the product of the given reaction.. Dataset: Forward reaction prediction with 1.9M reactions from USPTO patents (1976-2016) (1) The product is: [CH:1]1([C@H:5]([NH:10][C:11]2[N:19]=[C:18]([C:20]([O:22][CH3:23])=[O:21])[N:17]=[C:16]3[C:12]=2[N:13]([CH2:31][C:32]2[CH:33]=[CH:34][C:35]([C:38]([F:39])([F:40])[F:41])=[CH:36][CH:37]=2)[C:14]([C:24]2[CH:29]=[CH:28][CH:27]=[C:26]([CH3:30])[CH:25]=2)=[N:15]3)[CH2:6][CH2:7][CH2:8][O:9][S:42]([CH3:45])(=[O:44])=[O:43])[CH2:4][CH2:3][CH2:2]1. Given the reactants [CH:1]1([C@H:5]([NH:10][C:11]2[N:19]=[C:18]([C:20]([O:22][CH3:23])=[O:21])[N:17]=[C:16]3[C:12]=2[N:13]([CH2:31][C:32]2[CH:37]=[CH:36][C:35]([C:38]([F:41])([F:40])[F:39])=[CH:34][CH:33]=2)[C:14]([C:24]2[CH:29]=[CH:28][CH:27]=[C:26]([CH3:30])[CH:25]=2)=[N:15]3)[CH2:6][CH2:7][CH2:8][OH:9])[CH2:4][CH2:3][CH2:2]1.[S:42](Cl)([CH3:45])(=[O:44])=[O:43].C(N(CC)CC)C, predict the reaction product. (2) Given the reactants [NH2:1][C:2]1[CH:7]=[CH:6][CH:5]=[CH:4][CH:3]=1.C(=O)(O)[O-].[Na+].[C:13]1([CH3:23])[CH:18]=[CH:17][C:16]([S:19](Cl)(=[O:21])=[O:20])=[CH:15][CH:14]=1, predict the reaction product. The product is: [CH3:23][C:13]1[CH:18]=[CH:17][C:16]([S:19]([NH:1][C:2]2[CH:7]=[CH:6][CH:5]=[CH:4][CH:3]=2)(=[O:21])=[O:20])=[CH:15][CH:14]=1. (3) Given the reactants [Cl:1][C:2]1[CH:9]=[CH:8][CH:7]=[C:6]([O:10][C:11]2[CH:12]=[N:13][C:14]3[C:19]([CH:20]=2)=[CH:18][CH:17]=[CH:16][CH:15]=3)[C:3]=1[C:4]#[N:5].[OH-:21].[Na+], predict the reaction product. The product is: [Cl:1][C:2]1[CH:9]=[CH:8][CH:7]=[C:6]([O:10][C:11]2[CH:12]=[N:13][C:14]3[C:19]([CH:20]=2)=[CH:18][CH:17]=[CH:16][CH:15]=3)[C:3]=1[C:4]([NH2:5])=[O:21]. (4) Given the reactants N=[CH:2][C:3](=[O:21])[CH2:4][N:5]1[C:9]2[CH:10]=[CH:11][CH:12]=[CH:13][C:8]=2[N:7]([C:14]2[CH:19]=[CH:18][CH:17]=[CH:16][N:15]=2)[C:6]1=[O:20].CC1(C)O[O:24]1, predict the reaction product. The product is: [O:21]=[C:3]([CH2:4][N:5]1[C:9]2[CH:10]=[CH:11][CH:12]=[CH:13][C:8]=2[N:7]([C:14]2[CH:19]=[CH:18][CH:17]=[CH:16][N:15]=2)[C:6]1=[O:20])[CH:2]=[O:24]. (5) The product is: [CH2:22]([N:29]([CH2:30][CH3:31])[C:19](=[O:20])[CH2:18][C:17]1[N:11]2[CH:12]=[CH:13][C:14]([CH3:16])=[CH:15][C:10]2=[N:9][C:8]=1[C:5]1[CH:4]=[CH:3][C:2]([CH3:1])=[CH:7][CH:6]=1)[C:23]1[CH:28]=[CH:27][CH:26]=[CH:25][CH:24]=1. Given the reactants [CH3:1][C:2]1[CH:7]=[CH:6][C:5]([C:8]2[N:9]=[C:10]3[CH:15]=[C:14]([CH3:16])[CH:13]=[CH:12][N:11]3[C:17]=2[CH2:18][C:19](O)=[O:20])=[CH:4][CH:3]=1.[CH2:22]([NH:29][CH2:30][CH2:31]OC)[C:23]1[CH:28]=[CH:27][CH:26]=[CH:25][CH:24]=1, predict the reaction product. (6) Given the reactants [I:1][C:2]1[CH:11]=[CH:10][C:5]2[C:6]([CH3:9])=[N:7][O:8][C:4]=2[C:3]=1[CH:12]=[O:13].[BH4-].[Na+].O.C(Cl)(Cl)Cl, predict the reaction product. The product is: [I:1][C:2]1[CH:11]=[CH:10][C:5]2[C:6]([CH3:9])=[N:7][O:8][C:4]=2[C:3]=1[CH2:12][OH:13]. (7) Given the reactants C(OC1C=CC([NH:10][C:11]([CH2:14][C:15]([CH3:18])([CH3:17])[CH3:16])([CH3:13])[CH3:12])=CC=1)C.ClC1C=C(C=CC=1)C(OO)=[O:24].[BH4-].[Na+].[CH2:32]([O:34][C:35]1[CH:42]=[CH:41][C:38]([CH:39]=O)=[CH:37][CH:36]=1)[CH3:33].C(N)(CC(C)(C)C)(C)C, predict the reaction product. The product is: [CH2:32]([O:34][C:35]1[CH:42]=[CH:41][C:38]([CH:39]=[N+:10]([C:11]([CH2:14][C:15]([CH3:18])([CH3:17])[CH3:16])([CH3:13])[CH3:12])[O-:24])=[CH:37][CH:36]=1)[CH3:33]. (8) Given the reactants [F:1][C:2]1[CH:7]=[CH:6][C:5]([CH2:8][O:9][C:10]2[CH:19]=[CH:18][C:17](I)=[CH:16][C:11]=2[C:12]([O:14][CH3:15])=[O:13])=[CH:4][CH:3]=1.C([O:23][CH:24](OCC)[CH:25]=[CH2:26])C.C(=O)([O-])[O-].[K+].[K+].Cl, predict the reaction product. The product is: [F:1][C:2]1[CH:7]=[CH:6][C:5]([CH2:8][O:9][C:10]2[CH:19]=[CH:18][C:17](/[CH:26]=[CH:25]\[CH:24]=[O:23])=[CH:16][C:11]=2[C:12]([O:14][CH3:15])=[O:13])=[CH:4][CH:3]=1. (9) Given the reactants [N+:1]([C:4]1[CH:5]=[C:6]([CH:16]=[CH:17][C:18]=1[N+:19]([O-])=O)[C:7]([NH:9][CH2:10][C:11]1[S:12][CH:13]=[CH:14][CH:15]=1)=[O:8])([O-])=O, predict the reaction product. The product is: [NH2:1][C:4]1[CH:5]=[C:6]([CH:16]=[CH:17][C:18]=1[NH2:19])[C:7]([NH:9][CH2:10][C:11]1[S:12][CH:13]=[CH:14][CH:15]=1)=[O:8]. (10) Given the reactants [C:1]1([NH:7][NH2:8])[CH:6]=[CH:5][CH:4]=[CH:3][CH:2]=1.[Cl:9][C:10]1[N:11]=[C:12]2[C:17](=[C:18]3[C:23]=1[CH:22]=[CH:21][CH:20]=[CH:19]3)[CH:16]=[CH:15][CH:14]=[CH:13]2, predict the reaction product. The product is: [ClH:9].[CH:16]1[C:17]2[C:12](=[N:11][C:10]([NH:8][NH:7][C:1]3[CH:6]=[CH:5][CH:4]=[CH:3][CH:2]=3)=[C:23]3[C:18]=2[CH:19]=[CH:20][CH:21]=[CH:22]3)[CH:13]=[CH:14][CH:15]=1.